Predict the reaction yield, written as a fraction of the theoretical maximum amount of product (1.0 means a 100% yield; for example, 0.34 means a 34% yield). From a dataset of Reaction yield outcomes from USPTO patents with 853,638 reactions. (1) The reactants are B(F)(F)F.CCOCC.[CH2:10]([SH:14])[CH2:11][CH2:12][SH:13].[F:15][C:16]1[CH:17]=[C:18]([CH:21]=[CH:22][CH:23]=1)[CH:19]=O.CCOC(C)=O.CCCCCC. The catalyst is C(Cl)Cl.CCCCCC. The product is [F:15][C:16]1[CH:17]=[C:18]([CH:19]2[S:14][CH2:10][CH2:11][CH2:12][S:13]2)[CH:21]=[CH:22][CH:23]=1. The yield is 0.970. (2) The reactants are [CH3:1][C:2]1[N:3]=[C:4]([N:12]2[CH2:16][CH2:15][N:14]([C:17]3[CH:22]=[CH:21][CH:20]=[CH:19]C=3)[C:13]2=[O:23])[S:5][C:6]=1[C:7]([O:9]CC)=[O:8].C1(CN2CCN(C3SC(C(OCC)=O)=C(C)N=3)C2=O)CCC1. The product is [CH:22]1([CH2:17][N:14]2[CH2:15][CH2:16][N:12]([C:4]3[S:5][C:6]([C:7]([OH:9])=[O:8])=[C:2]([CH3:1])[N:3]=3)[C:13]2=[O:23])[CH2:21][CH2:20][CH2:19]1. The yield is 0.770. No catalyst specified.